From a dataset of Full USPTO retrosynthesis dataset with 1.9M reactions from patents (1976-2016). Predict the reactants needed to synthesize the given product. The reactants are: Cl[C:2]1[C:3]2[CH:20]=[CH:19][N:18]([CH2:21][CH3:22])[C:4]=2[N:5]=[C:6]([S:8]([C:11]2[CH:16]=[CH:15][C:14]([F:17])=[CH:13][CH:12]=2)(=[O:10])=[O:9])[N:7]=1.[NH2:23][C:24]1[CH:28]=[CH:27][NH:26][N:25]=1.[I-].[Na+].CCN(C(C)C)C(C)C. Given the product [CH2:21]([N:18]1[C:4]2[N:5]=[C:6]([S:8]([C:11]3[CH:12]=[CH:13][C:14]([F:17])=[CH:15][CH:16]=3)(=[O:10])=[O:9])[N:7]=[C:2]([NH:23][C:24]3[CH:28]=[CH:27][NH:26][N:25]=3)[C:3]=2[CH:20]=[CH:19]1)[CH3:22], predict the reactants needed to synthesize it.